Dataset: Full USPTO retrosynthesis dataset with 1.9M reactions from patents (1976-2016). Task: Predict the reactants needed to synthesize the given product. (1) Given the product [ClH:36].[ClH:36].[CH3:1][C:2]1[CH:7]=[C:6]([C:8]2[C:9](=[O:35])[NH:10][C:11](=[O:34])[N:12]([CH2:14][CH2:15][CH2:16][CH2:17][N:18]3[CH2:23][C@H:22]4[C@:20]([C:24]5[CH:25]=[CH:26][C:27]([C:30]([F:31])([F:33])[F:32])=[CH:28][CH:29]=5)([CH2:21]4)[CH2:19]3)[CH:13]=2)[CH:5]=[CH:4][N:3]=1, predict the reactants needed to synthesize it. The reactants are: [CH3:1][C:2]1[CH:7]=[C:6]([C:8]2[C:9](=[O:35])[NH:10][C:11](=[O:34])[N:12]([CH2:14][CH2:15][CH2:16][CH2:17][N:18]3[CH2:23][C@H:22]4[C@:20]([C:24]5[CH:29]=[CH:28][C:27]([C:30]([F:33])([F:32])[F:31])=[CH:26][CH:25]=5)([CH2:21]4)[CH2:19]3)[CH:13]=2)[CH:5]=[CH:4][N:3]=1.[ClH:36]. (2) Given the product [NH2:20][C:19]1[N:11]([C:3]2[CH:2]=[N:1][C:10]3[C:5]([CH:4]=2)=[CH:6][CH:7]=[CH:8][CH:9]=3)[C:12](=[S:13])[NH:14][C:22](=[O:23])[CH:21]=1, predict the reactants needed to synthesize it. The reactants are: [N:1]1[C:10]2[C:5](=[CH:6][CH:7]=[CH:8][CH:9]=2)[CH:4]=[C:3]([NH:11][C:12]([NH2:14])=[S:13])[CH:2]=1.[O-]CC.[Na+].[C:19]([CH2:21][C:22](OCC)=[O:23])#[N:20].S(=O)(=O)(O)O.